This data is from Reaction yield outcomes from USPTO patents with 853,638 reactions. The task is: Predict the reaction yield, written as a fraction of the theoretical maximum amount of product (1.0 means a 100% yield; for example, 0.34 means a 34% yield). The reactants are [CH2:1]1[O:10][C:9]2[CH:8]=[CH:7][C:5]([NH2:6])=[CH:4][C:3]=2[O:2]1.I[CH3:12]. No catalyst specified. The product is [CH3:12][NH:6][C:5]1[CH:7]=[CH:8][C:9]2[O:10][CH2:1][O:2][C:3]=2[CH:4]=1. The yield is 0.180.